The task is: Regression. Given a peptide amino acid sequence and an MHC pseudo amino acid sequence, predict their binding affinity value. This is MHC class I binding data.. This data is from Peptide-MHC class I binding affinity with 185,985 pairs from IEDB/IMGT. (1) The peptide sequence is RRRSQSPRRR. The MHC is Patr-A0401 with pseudo-sequence Patr-A0401. The binding affinity (normalized) is 0.418. (2) The peptide sequence is YRKPSGGVF. The binding affinity (normalized) is 0.528. The MHC is HLA-B08:01 with pseudo-sequence HLA-B08:01. (3) The MHC is HLA-A01:01 with pseudo-sequence HLA-A01:01. The binding affinity (normalized) is 0.213. The peptide sequence is YNLRRGTAL.